This data is from Catalyst prediction with 721,799 reactions and 888 catalyst types from USPTO. The task is: Predict which catalyst facilitates the given reaction. Reactant: C[Li].CON(C)[C:6]([C:8]1[CH:13]=[CH:12][C:11]([O:14][CH2:15][C:16]2[CH:21]=[CH:20][CH:19]=[CH:18][CH:17]=2)=[CH:10][N:9]=1)=[O:7].O.[C:24](OCC)(=O)C. Product: [CH2:15]([O:14][C:11]1[CH:12]=[CH:13][C:8]([C:6](=[O:7])[CH3:24])=[N:9][CH:10]=1)[C:16]1[CH:17]=[CH:18][CH:19]=[CH:20][CH:21]=1. The catalyst class is: 469.